Dataset: Full USPTO retrosynthesis dataset with 1.9M reactions from patents (1976-2016). Task: Predict the reactants needed to synthesize the given product. (1) The reactants are: [NH2:1][CH2:2][CH2:3][C@@H:4]([OH:7])[CH2:5][OH:6].[CH3:8][C:9]1([CH3:33])[CH2:18][CH2:17][C:16]([CH3:20])([CH3:19])[C:15]2[CH:14]=[C:13]([C:21]3[N:22]=[C:23]([N:26]4[CH2:31][CH2:30][C:29](=O)[CH2:28][CH2:27]4)[S:24][CH:25]=3)[CH:12]=[CH:11][C:10]1=2.Cl. Given the product [CH3:8][C:9]1([CH3:33])[CH2:18][CH2:17][C:16]([CH3:19])([CH3:20])[C:15]2[CH:14]=[C:13]([C:21]3[N:22]=[C:23]([N:26]4[CH2:31][CH2:30][CH:29]([NH:1][CH2:2][CH2:3][C@@H:4]([OH:7])[CH2:5][OH:6])[CH2:28][CH2:27]4)[S:24][CH:25]=3)[CH:12]=[CH:11][C:10]1=2, predict the reactants needed to synthesize it. (2) Given the product [Cl:10][C:11]1[C:12]([C:13]2[N:9]=[C:7]3[CH:6]=[CH:5][CH:4]=[C:3]([O:2][CH3:1])[N:8]3[C:22]=2[NH:21][C:23]2[CH:32]=[CH:31][C:26]3[O:27][CH2:28][CH2:29][O:30][C:25]=3[CH:24]=2)=[C:15]([F:20])[CH:16]=[CH:17][C:18]=1[OH:19], predict the reactants needed to synthesize it. The reactants are: [CH3:1][O:2][C:3]1[N:8]=[C:7]([NH2:9])[CH:6]=[CH:5][CH:4]=1.[Cl:10][C:11]1[C:18]([OH:19])=[CH:17][CH:16]=[C:15]([F:20])[C:12]=1[CH:13]=O.[N+:21]([C:23]1[CH:32]=[CH:31][C:26]2[O:27][CH2:28][CH2:29][O:30][C:25]=2[CH:24]=1)#[C-:22]. (3) Given the product [CH2:1]([S:8][CH2:9][CH2:10][C:11]1[NH:19][C:17](=[O:18])[NH:16][N:15]=1)[C:2]1[CH:3]=[CH:4][CH:5]=[CH:6][CH:7]=1, predict the reactants needed to synthesize it. The reactants are: [CH2:1]([S:8][CH2:9][CH2:10][C:11](Cl)=O)[C:2]1[CH:7]=[CH:6][CH:5]=[CH:4][CH:3]=1.Cl.[NH2:15][NH:16][C:17]([NH2:19])=[O:18].[OH-].[Na+]. (4) Given the product [CH:1]1[CH:6]=[C:5]([NH:7][S:8]([C:11]2[CH:16]=[CH:15][C:14]([NH:17]/[N:18]=[C:19]3/[CH:20]=[CH:21][C:22]([C:23]([C:25]([OH:27])=[O:26])=[CH:24]/3)=[O:28])=[CH:13][CH:12]=2)(=[O:9])=[O:10])[N:4]=[CH:3][CH:2]=1, predict the reactants needed to synthesize it. The reactants are: [CH:1]1[CH:2]=[CH:3][N:4]=[C:5]([NH:7][S:8]([C:11]2[CH:12]=[CH:13][C:14]([N:17]=[N:18][C:19]3[CH:20]=[CH:21][C:22]([OH:28])=[C:23]([C:25]([OH:27])=[O:26])[CH:24]=3)=[CH:15][CH:16]=2)(=[O:10])=[O:9])[CH:6]=1.O=C1C(C(O)=O)=CC(=NNC2C=CC(S(=O)(=O)NC3C=CC=CN=3)=CC=2)C=C1. (5) Given the product [CH3:1][C:6]1[CH:11]=[C:10]([CH2:12][C:13]#[N:14])[CH:9]=[CH:8][N:7]=1, predict the reactants needed to synthesize it. The reactants are: [CH3:1][Al](C)C.Cl[C:6]1[CH:11]=[C:10]([CH2:12][C:13]#[N:14])[CH:9]=[CH:8][N:7]=1. (6) The reactants are: [OH:1][CH2:2][CH2:3][N:4]([CH2:11][CH2:12][CH2:13][OH:14])[CH:5]1[CH2:10][CH2:9][NH:8][CH2:7][CH2:6]1.[F:15][C:16]([F:46])([F:45])[C:17]1[CH:18]=[C:19]([CH2:27][CH2:28][N:29]([CH3:44])[C:30](=[O:43])[CH:31](OS(C)(=O)=O)[C:32]2[CH:37]=[CH:36][CH:35]=[CH:34][CH:33]=2)[CH:20]=[C:21]([C:23]([F:26])([F:25])[F:24])[CH:22]=1.C(N(CC)CC)C. Given the product [F:15][C:16]([F:45])([F:46])[C:17]1[CH:18]=[C:19]([CH2:27][CH2:28][N:29]([CH3:44])[C:30](=[O:43])[CH:31]([N:8]2[CH2:7][CH2:6][CH:5]([N:4]([CH2:3][CH2:2][OH:1])[CH2:11][CH2:12][CH2:13][OH:14])[CH2:10][CH2:9]2)[C:32]2[CH:37]=[CH:36][CH:35]=[CH:34][CH:33]=2)[CH:20]=[C:21]([C:23]([F:25])([F:26])[F:24])[CH:22]=1, predict the reactants needed to synthesize it. (7) The reactants are: [CH:1]([C:3]1[CH:12]=[CH:11][C:10]2[C:5](=[C:6]([N:13]3[CH2:18][CH2:17][CH:16]([CH2:19][NH:20][C:21](=[O:27])[O:22][C:23]([CH3:26])([CH3:25])[CH3:24])[CH2:15][CH2:14]3)[CH:7]=[CH:8][CH:9]=2)[N:4]=1)=O.[I:28][C:29]1[CH:34]=[CH:33][N:32]=[C:31]([NH:35][NH2:36])[CH:30]=1. Given the product [I:28][C:29]1[CH:34]=[CH:33][N:32]=[C:31]([NH:35]/[N:36]=[CH:1]/[C:3]2[CH:12]=[CH:11][C:10]3[C:5](=[C:6]([N:13]4[CH2:14][CH2:15][CH:16]([CH2:19][NH:20][C:21](=[O:27])[O:22][C:23]([CH3:25])([CH3:26])[CH3:24])[CH2:17][CH2:18]4)[CH:7]=[CH:8][CH:9]=3)[N:4]=2)[CH:30]=1, predict the reactants needed to synthesize it. (8) Given the product [ClH:19].[CH3:18][CH:16]1[C:15]2[N:14]=[C:13]([CH:20]([CH3:21])[CH2:22][CH3:23])[CH:12]=[CH:11][C:10]=2[CH2:9][NH:8][CH2:17]1, predict the reactants needed to synthesize it. The reactants are: C([N:8]1[CH2:17][CH:16]([CH3:18])[C:15]2[N:14]=[C:13]([Cl:19])[CH:12]=[CH:11][C:10]=2[CH2:9]1)C1C=CC=CC=1.[CH:20]([Mg]Br)([CH2:22][CH3:23])[CH3:21]. (9) Given the product [NH2:63][C:64]1[CH2:65][C:66]([C:86](=[O:102])[N:87]([CH2:91][CH2:92][CH2:93][OH:94])[CH2:88][CH2:89][CH3:90])=[CH:67][C:68]2[CH:74]=[CH:73][C:72]([C:75]3[CH:85]=[CH:84][C:78]([CH2:79][C:50]([O:51][CH2:4][CH:6]([CH3:11])[CH3:7])=[O:53])=[CH:77][CH:76]=3)=[CH:71][C:69]=2[N:70]=1.[C:56]([O:60][C:61]([NH:63][C:64]1[CH2:65][C:66]([C:86](=[O:102])[N:87]([CH2:91][CH2:92][CH2:93][O:94][Si:95]([C:98]([CH3:99])([CH3:101])[CH3:100])([CH3:96])[CH3:97])[CH2:88][CH2:89][CH3:90])=[CH:67][C:68]2[CH:74]=[CH:73][C:72]([C:75]3[CH:85]=[CH:84][C:78]([C:79]([O:81][CH2:82][CH3:83])=[O:80])=[CH:77][CH:76]=3)=[CH:71][C:69]=2[N:70]=1)=[O:62])([CH3:57])([CH3:58])[CH3:59], predict the reactants needed to synthesize it. The reactants are: C(O[C:4]([C:6]1[CH:11]=CC(B(O)O)=C[CH:7]=1)=O)C.NC1CC(C(N(CCC)CCC)=O)=CC2C=CC(Br)=CC=2N=1.COC(C1C=CC(B(O)O)=CC=1)=O.[C:50](=[O:53])([O-])[O-:51].[K+].[K+].[C:56]([O:60][C:61]([NH:63][C:64]1[CH2:65][C:66]([C:86](=[O:102])[N:87]([CH2:91][CH2:92][CH2:93][O:94][Si:95]([C:98]([CH3:101])([CH3:100])[CH3:99])([CH3:97])[CH3:96])[CH2:88][CH2:89][CH3:90])=[CH:67][C:68]2[CH:74]=[CH:73][C:72]([C:75]3[CH:85]=[CH:84][C:78]([C:79]([O:81][CH2:82][CH3:83])=[O:80])=[CH:77][CH:76]=3)=[CH:71][C:69]=2[N:70]=1)=[O:62])([CH3:59])([CH3:58])[CH3:57].